From a dataset of Full USPTO retrosynthesis dataset with 1.9M reactions from patents (1976-2016). Predict the reactants needed to synthesize the given product. (1) Given the product [C:1]([O:5][C:6]([N:8]1[CH2:13][CH2:12][N:11]([C:14]2[N:22]([CH2:23][C:24]3[CH:25]=[CH:26][CH:27]=[CH:28][CH:29]=3)[C:21]3[C:20](=[O:30])[N:19]([CH2:40][C:41]([O:43][CH2:44][CH3:45])=[O:42])[C:18](=[O:31])[N:17]([CH3:32])[C:16]=3[N:15]=2)[CH2:10][CH2:9]1)=[O:7])([CH3:4])([CH3:3])[CH3:2], predict the reactants needed to synthesize it. The reactants are: [C:1]([O:5][C:6]([N:8]1[CH2:13][CH2:12][N:11]([C:14]2[N:22]([CH2:23][C:24]3[CH:29]=[CH:28][CH:27]=[CH:26][CH:25]=3)[C:21]3[C:20](=[O:30])[NH:19][C:18](=[O:31])[N:17]([CH3:32])[C:16]=3[N:15]=2)[CH2:10][CH2:9]1)=[O:7])([CH3:4])([CH3:3])[CH3:2].C(=O)([O-])[O-].[K+].[K+].Br[CH2:40][C:41]([O:43][CH2:44][CH3:45])=[O:42]. (2) Given the product [CH2:10]1[C:11]2[C:16](=[CH:15][CH:14]=[CH:13][CH:12]=2)[CH2:17][N:9]1[C:7](=[O:8])[CH2:6][CH2:5][CH2:4][CH2:3][CH2:2][N:29]1[CH2:28][CH2:27][N:26]([C:21]2[CH:22]=[CH:23][CH:24]=[CH:25][C:20]=2[O:19][CH3:18])[CH2:31][CH2:30]1, predict the reactants needed to synthesize it. The reactants are: Br[CH2:2][CH2:3][CH2:4][CH2:5][CH2:6][C:7]([N:9]1[CH2:17][C:16]2[C:11](=[CH:12][CH:13]=[CH:14][CH:15]=2)[CH2:10]1)=[O:8].[CH3:18][O:19][C:20]1[CH:25]=[CH:24][CH:23]=[CH:22][C:21]=1[N:26]1[CH2:31][CH2:30][NH:29][CH2:28][CH2:27]1. (3) Given the product [CH3:2][O:3][C:4]1[CH:5]=[C:6]([C:12]2[C:13]([CH3:25])([CH3:24])[C:14](=[O:23])[N:15]([CH:17]3[CH2:22][CH2:21][N:20]([C:30]([C:29]4[CH:33]=[CH:34][C:35]([O:37][CH3:38])=[CH:36][C:28]=4[O:27][CH3:26])=[O:31])[CH2:19][CH2:18]3)[N:16]=2)[CH:7]=[CH:8][C:9]=1[O:10][CH3:11], predict the reactants needed to synthesize it. The reactants are: Cl.[CH3:2][O:3][C:4]1[CH:5]=[C:6]([C:12]2[C:13]([CH3:25])([CH3:24])[C:14](=[O:23])[N:15]([CH:17]3[CH2:22][CH2:21][NH:20][CH2:19][CH2:18]3)[N:16]=2)[CH:7]=[CH:8][C:9]=1[O:10][CH3:11].[CH3:26][O:27][C:28]1[CH:36]=[C:35]([O:37][CH3:38])[CH:34]=[CH:33][C:29]=1[C:30](Cl)=[O:31]. (4) Given the product [CH:22]1([NH:21][C:19]([C:18]2[CH:25]=[CH:26][C:27]([CH3:28])=[C:16]([NH:15][C:12]([C:7]3[CH:8]=[CH:9][C:10](=[O:11])[N:5]([C:1]([CH3:2])([CH3:3])[CH3:4])[CH:6]=3)=[O:14])[CH:17]=2)=[O:20])[CH2:24][CH2:23]1, predict the reactants needed to synthesize it. The reactants are: [C:1]([N:5]1[C:10](=[O:11])[CH:9]=[CH:8][C:7]([C:12]([OH:14])=O)=[CH:6]1)([CH3:4])([CH3:3])[CH3:2].[NH2:15][C:16]1[CH:17]=[C:18]([CH:25]=[CH:26][C:27]=1[CH3:28])[C:19]([NH:21][CH:22]1[CH2:24][CH2:23]1)=[O:20].CN(C(ON1N=NC2C=CC=NC1=2)=[N+](C)C)C.F[P-](F)(F)(F)(F)F.CCN(C(C)C)C(C)C. (5) Given the product [OH:1][C@H:2]([CH:22]([CH3:32])[CH2:23][CH2:24][CH2:25][C:26]1[CH:27]=[CH:28][CH:29]=[CH:30][CH:31]=1)/[CH:3]=[CH:4]/[C@H:5]1[CH2:9][CH2:8][C:7](=[O:10])[N:6]1[CH2:11][CH2:12][CH2:13][C:14]1[S:18][C:17]([C:19]([OH:21])=[O:20])=[CH:16][CH:15]=1, predict the reactants needed to synthesize it. The reactants are: [OH:1][C@@H:2]([CH:22]([CH3:32])[CH2:23][CH2:24][CH2:25][C:26]1[CH:31]=[CH:30][CH:29]=[CH:28][CH:27]=1)/[CH:3]=[CH:4]/[C@H:5]1[CH2:9][CH2:8][C:7](=[O:10])[N:6]1[CH2:11][CH2:12][CH2:13][C:14]1[S:18][C:17]([C:19]([OH:21])=[O:20])=[CH:16][CH:15]=1. (6) Given the product [Cl:1][C:2]1[C:3]2[C:10]([I:11])=[CH:9][N:8]([CH:19]3[CH2:20][CH2:21][C:16]4([O:15][CH2:14][CH2:13][O:12]4)[CH2:17][CH2:18]3)[C:4]=2[N:5]=[CH:6][N:7]=1, predict the reactants needed to synthesize it. The reactants are: [Cl:1][C:2]1[C:3]2[C:10]([I:11])=[CH:9][NH:8][C:4]=2[N:5]=[CH:6][N:7]=1.[O:12]1[C:16]2([CH2:21][CH2:20][CH:19](O)[CH2:18][CH2:17]2)[O:15][CH2:14][CH2:13]1.C1(P(C2C=CC=CC=2)C2C=CC=CC=2)C=CC=CC=1.CCOC(/N=N/C(OCC)=O)=O.